Task: Predict the reactants needed to synthesize the given product.. Dataset: Full USPTO retrosynthesis dataset with 1.9M reactions from patents (1976-2016) (1) The reactants are: [Si]([O:8][CH2:9][CH2:10][N:11]([CH3:23])[C:12](=[O:22])[C:13]1[CH:18]=[CH:17][C:16](F)=[C:15]([Cl:20])[C:14]=1F)(C(C)(C)C)(C)C.C(=O)([O-])[O-].[K+].[K+].[OH:30][C:31]1[CH:32]=[C:33]([CH:38]=[C:39]([O:41][C@H:42]2[CH2:46][CH2:45][O:44][CH2:43]2)[CH:40]=1)[C:34]([O:36][CH3:37])=[O:35].O. Given the product [Cl:20][C:15]1[C:14]2[O:8][CH2:9][CH2:10][N:11]([CH3:23])[C:12](=[O:22])[C:13]=2[CH:18]=[CH:17][C:16]=1[O:30][C:31]1[CH:32]=[C:33]([CH:38]=[C:39]([O:41][C@H:42]2[CH2:46][CH2:45][O:44][CH2:43]2)[CH:40]=1)[C:34]([O:36][CH3:37])=[O:35], predict the reactants needed to synthesize it. (2) The reactants are: Br[C:2]1[S:6][C:5]([CH3:7])=[N:4][C:3]=1[C:8]([N:10]1[CH2:15][C@@H:14]2[C@@H:12]([CH2:13]2)[C@H:11]1[CH2:16][NH:17][C:18]1[O:19][C:20]2[CH:26]=[CH:25][CH:24]=[CH:23][C:21]=2[N:22]=1)=[O:9].[C:27]1([CH3:36])[CH:32]=[CH:31][CH:30]=[CH:29][C:28]=1B(O)O.C(=O)([O-])[O-].[Cs+].[Cs+]. Given the product [CH3:7][C:5]1[S:6][C:2]([C:28]2[CH:29]=[CH:30][CH:31]=[CH:32][C:27]=2[CH3:36])=[C:3]([C:8]([N:10]2[CH2:15][C@@H:14]3[C@@H:12]([CH2:13]3)[C@H:11]2[CH2:16][NH:17][C:18]2[O:19][C:20]3[CH:26]=[CH:25][CH:24]=[CH:23][C:21]=3[N:22]=2)=[O:9])[N:4]=1, predict the reactants needed to synthesize it.